Dataset: Blood-brain barrier penetration binary classification data from Martins et al.. Task: Regression/Classification. Given a drug SMILES string, predict its absorption, distribution, metabolism, or excretion properties. Task type varies by dataset: regression for continuous measurements (e.g., permeability, clearance, half-life) or binary classification for categorical outcomes (e.g., BBB penetration, CYP inhibition). Dataset: bbb_martins. (1) The molecule is ClCCl. The result is 1 (penetrates BBB). (2) The compound is CN(c1nc2ccccc2s1)C1CCN(CC(O)COc2ccc(F)cc2)CC1. The result is 1 (penetrates BBB).